From a dataset of Reaction yield outcomes from USPTO patents with 853,638 reactions. Predict the reaction yield, written as a fraction of the theoretical maximum amount of product (1.0 means a 100% yield; for example, 0.34 means a 34% yield). (1) The reactants are [CH3:1][NH:2][C:3]([C:5]1[CH:6]=[CH:7][C:8]([N:11]2[CH2:16][CH2:15][CH:14]([O:17][Si:18]([C:21]([CH3:24])([CH3:23])[CH3:22])([CH3:20])[CH3:19])[CH2:13][CH2:12]2)=[N:9][CH:10]=1)=[O:4].CN(C)CCN(C)C.CC1(C)CCCC(C)(C)N1.C([Li])CCC.[I:48]I.O.O.O.O.O.S([O-])([O-])(=O)=S.[Na+].[Na+]. The catalyst is O1CCCC1. The product is [CH3:1][NH:2][C:3]([C:5]1[C:6]([I:48])=[CH:7][C:8]([N:11]2[CH2:16][CH2:15][CH:14]([O:17][Si:18]([C:21]([CH3:24])([CH3:23])[CH3:22])([CH3:20])[CH3:19])[CH2:13][CH2:12]2)=[N:9][CH:10]=1)=[O:4]. The yield is 0.728. (2) The reactants are [OH:1][CH:2]([CH2:24][O:25][C:26]([C:39]1[CH:44]=[CH:43][CH:42]=[CH:41][CH:40]=1)([C:33]1[CH:38]=[CH:37][CH:36]=[CH:35][CH:34]=1)[C:27]1[CH:32]=[CH:31][CH:30]=[CH:29][CH:28]=1)[CH2:3][O:4][C:5](=[O:23])[CH2:6][CH2:7][CH2:8][CH2:9][CH2:10][CH2:11][CH2:12]/[CH:13]=[CH:14]\[CH2:15][CH2:16][CH2:17][CH2:18][CH2:19][CH2:20][CH2:21][CH3:22].N1C=CN=C1.[Si:50](Cl)([C:63]([CH3:66])([CH3:65])[CH3:64])([C:57]1[CH:62]=[CH:61][CH:60]=[CH:59][CH:58]=1)[C:51]1[CH:56]=[CH:55][CH:54]=[CH:53][CH:52]=1. The catalyst is CN(C=O)C. The product is [Si:50]([O:1][CH:2]([CH2:24][O:25][C:26]([C:39]1[CH:40]=[CH:41][CH:42]=[CH:43][CH:44]=1)([C:33]1[CH:34]=[CH:35][CH:36]=[CH:37][CH:38]=1)[C:27]1[CH:32]=[CH:31][CH:30]=[CH:29][CH:28]=1)[CH2:3][O:4][C:5](=[O:23])[CH2:6][CH2:7][CH2:8][CH2:9][CH2:10][CH2:11][CH2:12]/[CH:13]=[CH:14]\[CH2:15][CH2:16][CH2:17][CH2:18][CH2:19][CH2:20][CH2:21][CH3:22])([C:63]([CH3:66])([CH3:65])[CH3:64])([C:57]1[CH:58]=[CH:59][CH:60]=[CH:61][CH:62]=1)[C:51]1[CH:56]=[CH:55][CH:54]=[CH:53][CH:52]=1. The yield is 0.950. (3) The reactants are [C:1]([O:5][C:6]([NH:8][C@@H:9]([CH2:13][C:14]1[CH:19]=[CH:18][C:17]([N+:20]([O-:22])=[O:21])=[CH:16][CH:15]=1)[C:10](O)=[O:11])=[O:7])([CH3:4])([CH3:3])[CH3:2].C[N:24]1CCOCC1.ClC(OCC(C)C)=O.N. The catalyst is CN(C=O)C. The product is [C:1]([O:5][C:6](=[O:7])[NH:8][C@H:9]([C:10](=[O:11])[NH2:24])[CH2:13][C:14]1[CH:19]=[CH:18][C:17]([N+:20]([O-:22])=[O:21])=[CH:16][CH:15]=1)([CH3:4])([CH3:3])[CH3:2]. The yield is 0.740. (4) The reactants are [F:1][C:2]([F:26])([F:25])[S:3][CH2:4][CH2:5][CH2:6][CH2:7][CH2:8][CH2:9][O:10][C:11]1[CH:16]=[C:15]([S:17][CH2:18][C:19]([F:22])([F:21])[F:20])[C:14]([Cl:23])=[CH:13][C:12]=1[Cl:24].ClC1C=CC=C(C(OO)=[O:35])C=1.C(OC(=O)C)C.CCCCCC. The catalyst is C(Cl)(Cl)Cl. The product is [F:26][C:2]([F:1])([F:25])[S:3][CH2:4][CH2:5][CH2:6][CH2:7][CH2:8][CH2:9][O:10][C:11]1[CH:16]=[C:15]([S:17]([CH2:18][C:19]([F:20])([F:21])[F:22])=[O:35])[C:14]([Cl:23])=[CH:13][C:12]=1[Cl:24]. The yield is 0.750. (5) The reactants are [CH3:1][O:2][C:3]([CH:5]1[C:11](=O)[CH2:10][CH:9]([C:13]([O:15][CH3:16])=[O:14])[C:7](=O)[CH2:6]1)=[O:4].[Br:17][C:18]1[CH:24]=[CH:23][C:21]([NH2:22])=[CH:20][CH:19]=1.Cl. The catalyst is CO. The product is [Br:17][C:18]1[CH:24]=[CH:23][C:21]([NH:22][C:7]2[CH2:6][C:5]([C:3]([O:2][CH3:1])=[O:4])=[C:11]([NH:22][C:21]3[CH:23]=[CH:24][C:18]([Br:17])=[CH:19][CH:20]=3)[CH2:10][C:9]=2[C:13]([O:15][CH3:16])=[O:14])=[CH:20][CH:19]=1. The yield is 0.950. (6) The reactants are [F:1][C:2]1[CH:9]=[CH:8][C:5]([CH2:6][OH:7])=[CH:4][CH:3]=1.[H-].[Na+].[NH2:12][C:13]1[C:18]([F:19])=[CH:17][N:16]=[C:15](Cl)[N:14]=1. The catalyst is O1CCOCC1. The product is [F:19][C:18]1[C:13]([NH2:12])=[N:14][C:15]([O:7][CH2:6][C:5]2[CH:8]=[CH:9][C:2]([F:1])=[CH:3][CH:4]=2)=[N:16][CH:17]=1. The yield is 0.520. (7) The reactants are [CH:1]([C:3]1[CH:8]=[CH:7][C:6](B(O)O)=[CH:5][CH:4]=1)=[O:2].[C:12]([N:15]1[C:24]2[C:19](=[CH:20][C:21](Br)=[CH:22][CH:23]=2)[C@H:18]([NH:26][C:27]2[CH:32]=[CH:31][CH:30]=[CH:29][CH:28]=2)[CH2:17][C@@H:16]1[CH2:33][CH3:34])(=[O:14])[CH3:13].C(=O)([O-])[O-].[K+].[K+]. The catalyst is O1CCOCC1.O.C1C=CC([P]([Pd]([P](C2C=CC=CC=2)(C2C=CC=CC=2)C2C=CC=CC=2)([P](C2C=CC=CC=2)(C2C=CC=CC=2)C2C=CC=CC=2)[P](C2C=CC=CC=2)(C2C=CC=CC=2)C2C=CC=CC=2)(C2C=CC=CC=2)C2C=CC=CC=2)=CC=1. The product is [C:12]([N:15]1[C:24]2[C:19](=[CH:20][C:21]([C:6]3[CH:7]=[CH:8][C:3]([CH:1]=[O:2])=[CH:4][CH:5]=3)=[CH:22][CH:23]=2)[C@H:18]([NH:26][C:27]2[CH:32]=[CH:31][CH:30]=[CH:29][CH:28]=2)[CH2:17][C@@H:16]1[CH2:33][CH3:34])(=[O:14])[CH3:13]. The yield is 0.800.